Dataset: Catalyst prediction with 721,799 reactions and 888 catalyst types from USPTO. Task: Predict which catalyst facilitates the given reaction. (1) Reactant: [CH2:1]([NH:9][C:10](=O)[C:11]1[CH:16]=[CH:15][C:14]([C:17]([F:20])([F:19])[F:18])=[CH:13][CH:12]=1)[CH2:2][C:3]1[CH:8]=[CH:7][CH:6]=[CH:5][CH:4]=1.O=P12OP3(OP(OP(O3)(O1)=O)(=O)O2)=O.[OH-].[K+]. Product: [F:18][C:17]([F:20])([F:19])[C:14]1[CH:15]=[CH:16][C:11]([C:10]2[C:8]3[C:3](=[CH:4][CH:5]=[CH:6][CH:7]=3)[CH2:2][CH2:1][N:9]=2)=[CH:12][CH:13]=1. The catalyst class is: 27. (2) Reactant: [N+:1]([C:4]1[CH:5]=[N:6][N:7]([C@@H:9]2[CH2:14][CH2:13][CH2:12][N:11]([C:15]([O:17][C:18]([CH3:21])([CH3:20])[CH3:19])=[O:16])[CH2:10]2)[CH:8]=1)([O-])=O. Product: [NH2:1][C:4]1[CH:5]=[N:6][N:7]([C@@H:9]2[CH2:14][CH2:13][CH2:12][N:11]([C:15]([O:17][C:18]([CH3:21])([CH3:20])[CH3:19])=[O:16])[CH2:10]2)[CH:8]=1. The catalyst class is: 19. (3) Reactant: C(OC([NH:8][CH2:9][C:10]([O:12][C:13]1([CH2:16][O:17][C:18]2[CH:27]=[C:26]3[C:21]([C:22]([O:28][C:29]4[CH:34]=[CH:33][C:32]([NH:35][C:36]([C:38]5[C:39](=[O:51])[N:40]([C:45]6[CH:50]=[CH:49][CH:48]=[CH:47][CH:46]=6)[N:41]([CH3:44])[C:42]=5[CH3:43])=[O:37])=[CH:31][C:30]=4[F:52])=[CH:23][CH:24]=[N:25]3)=[CH:20][CH:19]=2)[CH2:15][CH2:14]1)=[O:11])=O)(C)(C)C.[ClH:53]. Product: [ClH:53].[NH2:8][CH2:9][C:10]([O:12][C:13]1([CH2:16][O:17][C:18]2[CH:27]=[C:26]3[C:21]([C:22]([O:28][C:29]4[CH:34]=[CH:33][C:32]([NH:35][C:36]([C:38]5[C:39](=[O:51])[N:40]([C:45]6[CH:46]=[CH:47][CH:48]=[CH:49][CH:50]=6)[N:41]([CH3:44])[C:42]=5[CH3:43])=[O:37])=[CH:31][C:30]=4[F:52])=[CH:23][CH:24]=[N:25]3)=[CH:20][CH:19]=2)[CH2:14][CH2:15]1)=[O:11]. The catalyst class is: 13.